From a dataset of Full USPTO retrosynthesis dataset with 1.9M reactions from patents (1976-2016). Predict the reactants needed to synthesize the given product. Given the product [ClH:22].[ClH:22].[Cl:22][C:17]1[N:16]=[C:15]([NH:14][CH:11]2[CH2:12][CH2:13][NH:8][CH2:9][CH2:10]2)[CH:20]=[C:19]([CH3:21])[N:18]=1, predict the reactants needed to synthesize it. The reactants are: C(OC([N:8]1[CH2:13][CH2:12][CH:11]([NH:14][C:15]2[CH:20]=[C:19]([CH3:21])[N:18]=[C:17]([Cl:22])[N:16]=2)[CH2:10][CH2:9]1)=O)(C)(C)C.